This data is from Reaction yield outcomes from USPTO patents with 853,638 reactions. The task is: Predict the reaction yield, written as a fraction of the theoretical maximum amount of product (1.0 means a 100% yield; for example, 0.34 means a 34% yield). (1) The reactants are CC1(C)C(C)(C)OB([C:9]2[CH:18]=[C:17]3[C:12]([CH:13]=[C:14]([NH:19][C:20]([CH:22]4[CH2:24][CH2:23]4)=[O:21])[N:15]=[CH:16]3)=[CH:11][CH:10]=2)O1.Br[C:27]1[C:34]([CH3:35])=[CH:33][CH:32]=[C:31]([F:36])[C:28]=1[CH:29]=[O:30].C(=O)([O-])[O-].[Na+].[Na+]. The catalyst is C(#N)C.C(OCC)(=O)C.CC(P(C(C)(C)C)C1C=CC(N(C)C)=CC=1)(C)C.CC(P(C(C)(C)C)C1C=CC(N(C)C)=CC=1)(C)C.Cl[Pd]Cl. The product is [F:36][C:31]1[C:28]([CH:29]=[O:30])=[C:27]([C:9]2[CH:18]=[C:17]3[C:12]([CH:13]=[C:14]([NH:19][C:20]([CH:22]4[CH2:23][CH2:24]4)=[O:21])[N:15]=[CH:16]3)=[CH:11][CH:10]=2)[C:34]([CH3:35])=[CH:33][CH:32]=1. The yield is 0.970. (2) The reactants are [C:1]([C:4]1[C:5]([CH:15]2[CH2:18][CH2:17][CH2:16]2)=[CH:6][C:7]([CH3:14])=[C:8]([CH:13]=1)[C:9]([O:11][CH3:12])=[O:10])(=[S:3])[NH2:2].I[CH3:20]. The catalyst is C1COCC1. The product is [CH:15]1([C:5]2[C:4]([C:1](=[NH:2])[S:3][CH3:20])=[CH:13][C:8]([C:9]([O:11][CH3:12])=[O:10])=[C:7]([CH3:14])[CH:6]=2)[CH2:16][CH2:17][CH2:18]1. The yield is 0.890. (3) The reactants are FC(F)(F)C(O)=O.[NH2:8][C:9]([CH3:19])([CH3:18])[CH2:10][C:11]([N:13]1[CH2:17][CH2:16][CH2:15][CH2:14]1)=[O:12].C(=O)([O-])[O-].[K+].[K+].Br[CH2:27][C:28]([N:30]1[CH2:34][C@@H:33]([F:35])[CH2:32][C@H:31]1[C:36]#[N:37])=[O:29]. The catalyst is C1COCC1. The product is [CH3:18][C:9]([NH:8][CH2:27][C:28]([N:30]1[CH2:34][C@@H:33]([F:35])[CH2:32][C@H:31]1[C:36]#[N:37])=[O:29])([CH3:19])[CH2:10][C:11](=[O:12])[N:13]1[CH2:17][CH2:16][CH2:15][CH2:14]1. The yield is 0.740. (4) The reactants are [NH2:1][C:2]1[N:7]=[CH:6][N:5]=[C:4]2[N:8]([CH2:12][C:13]3[O:14][C:15]4[C:20]([C:21](=[O:29])[C:22]=3[C:23]3[CH:28]=[CH:27][CH:26]=[CH:25][CH:24]=3)=[CH:19][CH:18]=[CH:17][CH:16]=4)[N:9]=[C:10](I)[C:3]=12.[OH:30][CH2:31][C:32]1[CH:33]=[C:34](B(O)O)[CH:35]=[CH:36][CH:37]=1.C(=O)([O-])[O-].[Na+].[Na+].ClCCl. The catalyst is CN(C=O)C.C(O)C.O. The product is [NH2:1][C:2]1[N:7]=[CH:6][N:5]=[C:4]2[N:8]([CH2:12][C:13]3[O:14][C:15]4[C:20]([C:21](=[O:29])[C:22]=3[C:23]3[CH:28]=[CH:27][CH:26]=[CH:25][CH:24]=3)=[CH:19][CH:18]=[CH:17][CH:16]=4)[N:9]=[C:10]([C:36]3[CH:35]=[CH:34][CH:33]=[C:32]([CH2:31][OH:30])[CH:37]=3)[C:3]=12. The yield is 0.440. (5) The product is [Br:1][C:2]1[C:11]2[O:10][CH:9]([C:12]([F:14])([F:13])[F:15])[C:8]([C:16]([OH:18])=[O:17])=[CH:7][C:6]=2[CH:5]=[C:4]([Cl:21])[CH:3]=1. The yield is 0.720. The reactants are [Br:1][C:2]1[C:11]2[O:10][CH:9]([C:12]([F:15])([F:14])[F:13])[C:8]([C:16]([O:18]CC)=[O:17])=[CH:7][C:6]=2[CH:5]=[C:4]([Cl:21])[CH:3]=1.C(O)C.[OH-].[Na+].Cl. The catalyst is O.O1CCCC1.